Task: Regression. Given a peptide amino acid sequence and an MHC pseudo amino acid sequence, predict their binding affinity value. This is MHC class II binding data.. Dataset: Peptide-MHC class II binding affinity with 134,281 pairs from IEDB The MHC is DRB1_0802 with pseudo-sequence DRB1_0802. The peptide sequence is YKKFLANVSTVLTGK. The binding affinity (normalized) is 0.831.